Dataset: Catalyst prediction with 721,799 reactions and 888 catalyst types from USPTO. Task: Predict which catalyst facilitates the given reaction. (1) The catalyst class is: 4. Reactant: [Si:1]([O:8][C:9]1[CH:10]=[CH:11][C:12]([CH3:19])=[C:13]([CH:18]=1)[C:14](OC)=[O:15])([C:4]([CH3:7])([CH3:6])[CH3:5])([CH3:3])[CH3:2].[H-].C([Al+]CC(C)C)C(C)C.CCCCCC. Product: [Si:1]([O:8][C:9]1[CH:10]=[CH:11][C:12]([CH3:19])=[C:13]([CH2:14][OH:15])[CH:18]=1)([C:4]([CH3:7])([CH3:6])[CH3:5])([CH3:2])[CH3:3]. (2) Reactant: [Cl:1][C:2]1[C:10]2[C:5](=[CH:6][CH:7]=[C:8]([C:11](OC)=[O:12])[CH:9]=2)[N:4]([C:15]([O:17][C:18]([CH3:21])([CH3:20])[CH3:19])=[O:16])[CH:3]=1. Product: [Cl:1][C:2]1[C:10]2[C:5](=[CH:6][CH:7]=[C:8]([CH2:11][OH:12])[CH:9]=2)[N:4]([C:15]([O:17][C:18]([CH3:21])([CH3:20])[CH3:19])=[O:16])[CH:3]=1. The catalyst class is: 1. (3) Reactant: C([Li])CCC.[CH2:6]([N:13]1[CH2:18][CH2:17][CH:16]([N:19]([CH2:27][C:28]2[N:29]=[CH:30][N:31]([CH2:33][O:34][CH2:35][CH2:36][Si:37]([CH3:40])([CH3:39])[CH3:38])[CH:32]=2)[C:20](=[O:26])[O:21][C:22]([CH3:25])([CH3:24])[CH3:23])[CH2:15][CH2:14]1)[C:7]1[CH:12]=[CH:11][CH:10]=[CH:9][CH:8]=1.CN([CH:44]=[O:45])C.[Cl-].[NH4+]. Product: [CH2:6]([N:13]1[CH2:18][CH2:17][CH:16]([N:19]([CH2:27][C:28]2[N:29]=[C:30]([CH:44]=[O:45])[N:31]([CH2:33][O:34][CH2:35][CH2:36][Si:37]([CH3:40])([CH3:39])[CH3:38])[CH:32]=2)[C:20](=[O:26])[O:21][C:22]([CH3:25])([CH3:24])[CH3:23])[CH2:15][CH2:14]1)[C:7]1[CH:8]=[CH:9][CH:10]=[CH:11][CH:12]=1. The catalyst class is: 323. (4) Product: [F:42][CH2:43][C:44]([N:23]([CH2:22][CH2:21][CH2:20][N:18]([CH2:17][CH2:16][C@@:7]1([OH:15])[CH2:6][CH2:5][C:4]2[C:9](=[CH:10][CH:11]=[C:2]([F:1])[CH:3]=2)[C@@H:8]1[CH:12]([CH3:14])[CH3:13])[CH3:19])[CH2:24][C:25]([CH2:26][O:27][CH3:28])([CH3:29])[CH2:30][O:31][CH3:32])=[O:45]. Reactant: [F:1][C:2]1[CH:3]=[C:4]2[C:9](=[CH:10][CH:11]=1)[C@H:8]([CH:12]([CH3:14])[CH3:13])[C@:7]([CH2:16][CH2:17][N:18]([CH2:20][CH2:21][CH2:22][NH:23][CH2:24][C:25]([CH2:30][O:31][CH3:32])([CH3:29])[CH2:26][O:27][CH3:28])[CH3:19])([OH:15])[CH2:6][CH2:5]2.CCN(C(C)C)C(C)C.[F:42][CH2:43][C:44](Cl)=[O:45]. The catalyst class is: 2. (5) Product: [CH3:21][O:25][N:26]([CH3:27])[C:14]([C:11]1([CH3:17])[CH2:10][CH2:9][N:8]([C:6]([O:5][C:1]([CH3:2])([CH3:3])[CH3:4])=[O:7])[CH2:13][CH2:12]1)=[O:16]. Reactant: [C:1]([O:5][C:6]([N:8]1[CH2:13][CH2:12][C:11]([CH3:17])([C:14]([OH:16])=O)[CH2:10][CH2:9]1)=[O:7])([CH3:4])([CH3:3])[CH3:2].CN([C:21]([O:25][N:26]1N=NC2C=CC=N[C:27]1=2)=[N+](C)C)C.F[P-](F)(F)(F)(F)F.CCN(C(C)C)C(C)C.Cl.CONC. The catalyst class is: 3. (6) Reactant: [CH2:1]([O:3][C:4]([C:6]1[CH:10]=[CH:9][NH:8][C:7]=1[C:11]1[CH:16]=[CH:15][CH:14]=[CH:13][CH:12]=1)=[O:5])[CH3:2].[CH3:17][O:18][C:19]1[CH:26]=[CH:25][CH:24]=[CH:23][C:20]=1[CH2:21]Cl.[H-].[Na+].C(=O)(O)[O-].[Na+]. Product: [CH2:1]([O:3][C:4]([C:6]1[CH:10]=[CH:9][N:8]([CH2:21][C:20]2[CH:23]=[CH:24][CH:25]=[CH:26][C:19]=2[O:18][CH3:17])[C:7]=1[C:11]1[CH:16]=[CH:15][CH:14]=[CH:13][CH:12]=1)=[O:5])[CH3:2]. The catalyst class is: 3. (7) Reactant: [Cl:1][C:2]1[N:3]=[N:4][C:5](Cl)=[CH:6][CH:7]=1.[C:9]([NH:12][NH2:13])(=O)[CH3:10].C(N(CC)CC)C.O.C1(C)C=CC(S(O)(=O)=O)=CC=1. Product: [Cl:1][C:2]1[CH:7]=[CH:6][C:5]2[N:4]([C:9]([CH3:10])=[N:12][N:13]=2)[N:3]=1. The catalyst class is: 12.